Dataset: Full USPTO retrosynthesis dataset with 1.9M reactions from patents (1976-2016). Task: Predict the reactants needed to synthesize the given product. (1) Given the product [F:28][C:25]1[CH:24]=[C:23]([F:29])[CH:22]=[CH:27][C:26]=1[NH:1][C:2]1[CH:3]=[CH:4][C:5]2[C:11](=[O:12])[C:10]3[CH:13]=[CH:14][C:15]([N+:17]([O-:19])=[O:18])=[CH:16][C:9]=3[CH2:8][O:7][C:6]=2[CH:20]=1, predict the reactants needed to synthesize it. The reactants are: [NH2:1][C:2]1[CH:3]=[CH:4][C:5]2[C:11](=[O:12])[C:10]3[CH:13]=[CH:14][C:15]([N+:17]([O-:19])=[O:18])=[CH:16][C:9]=3[CH2:8][O:7][C:6]=2[CH:20]=1.Cl[C:22]1[CH:27]=[CH:26][C:25]([F:28])=[CH:24][C:23]=1[F:29].C1(P(C2CCCCC2)C2C=CC=CC=2C2C(C(C)C)=CC(C(C)C)=CC=2C(C)C)CCCCC1.CC([O-])(C)C.[K+]. (2) Given the product [CH2:24]([N:15]1[C:14](=[O:20])[N:13]([C:11]2[CH:10]=[N:9][N:8]([CH2:7][C:6]3[C:2]([CH3:1])=[N:3][O:4][C:5]=3[CH3:21])[CH:12]=2)[C:17](=[O:18])[N:16]1[CH3:19])[C:25]1[CH:30]=[CH:29][CH:28]=[CH:27][CH:26]=1, predict the reactants needed to synthesize it. The reactants are: [CH3:1][C:2]1[C:6]([CH2:7][N:8]2[CH:12]=[C:11]([N:13]3[C:17](=[O:18])[N:16]([CH3:19])[NH:15][C:14]3=[O:20])[CH:10]=[N:9]2)=[C:5]([CH3:21])[O:4][N:3]=1.BrC[CH2:24][C:25]1[CH:30]=[CH:29][C:28](F)=[CH:27][CH:26]=1. (3) Given the product [CH3:7][C:6]1[N:5]=[C:4]([CH:8]2[CH2:9][CH2:10][N:11]([C:14]([O:16][C:17]([CH3:20])([CH3:19])[CH3:18])=[O:15])[CH2:12][CH2:13]2)[NH:3][C:2]=1[CH3:1], predict the reactants needed to synthesize it. The reactants are: [CH3:1][C:2]1[N:3]=[C:4]([C:8]2[CH2:9][CH2:10][N:11]([C:14]([O:16][C:17]([CH3:20])([CH3:19])[CH3:18])=[O:15])[CH2:12][CH:13]=2)[NH:5][C:6]=1[CH3:7].[H][H]. (4) Given the product [N:10]1([C:7]2[N:8]=[CH:9][C:4]([NH2:1])=[C:5]([NH2:15])[CH:6]=2)[CH2:14][CH2:13][CH2:12][CH2:11]1, predict the reactants needed to synthesize it. The reactants are: [N+:1]([C:4]1[C:5]([NH2:15])=[CH:6][C:7]([N:10]2[CH2:14][CH2:13][CH2:12][CH2:11]2)=[N:8][CH:9]=1)([O-])=O. (5) Given the product [Br:2][C:3]1[CH:4]=[CH:5][C:6]([CH:7]=[CH:36][C:35]2[CH:38]=[CH:39][C:32]([Cl:31])=[CH:33][CH:34]=2)=[CH:27][CH:28]=1, predict the reactants needed to synthesize it. The reactants are: [Br-].[Br:2][C:3]1[CH:28]=[CH:27][C:6]([CH2:7][P+](C2C=CC=CC=2)(C2C=CC=CC=2)C2C=CC=CC=2)=[CH:5][CH:4]=1.[H-].[Na+].[Cl:31][C:32]1[CH:39]=[CH:38][C:35]([CH:36]=O)=[CH:34][CH:33]=1. (6) Given the product [CH2:9]([NH:8][C:6]1[N:7]=[C:2]([C:16]#[N:17])[CH:3]=[C:4]([C:12]([F:15])([F:14])[F:13])[CH:5]=1)[CH2:10][CH3:11], predict the reactants needed to synthesize it. The reactants are: Cl[C:2]1[N:7]=[C:6]([NH:8][CH2:9][CH2:10][CH3:11])[CH:5]=[C:4]([C:12]([F:15])([F:14])[F:13])[CH:3]=1.[C:16]([Zn]C#N)#[N:17]. (7) Given the product [Cl:1][C:2]1[C:3]([C:26]#[N:27])=[C:4]([C:8]([NH:10][C@@H:11]2[CH2:16][CH2:15][NH:14][CH2:13][C@@H:12]2[O:22][CH2:23][CH2:24][CH3:25])=[O:9])[NH:5][C:6]=1[CH3:7], predict the reactants needed to synthesize it. The reactants are: [Cl:1][C:2]1[C:3]([C:26]#[N:27])=[C:4]([C:8]([NH:10][C@@H:11]2[CH2:16][CH2:15][N:14](C(OCC)=O)[CH2:13][C@@H:12]2[O:22][CH2:23][CH2:24][CH3:25])=[O:9])[NH:5][C:6]=1[CH3:7].[OH-].[K+].O.NN.O. (8) Given the product [F:22][C:23]1[C:28]([C:17]2[CH:18]=[CH:19][CH:20]=[C:15]([N:9]3[C:10]([C:11]([F:14])([F:13])[F:12])=[C:6]([C:4]([O:3][CH2:1][CH3:2])=[O:5])[CH:7]=[N:8]3)[N:16]=2)=[CH:27][CH:26]=[CH:25][N:24]=1, predict the reactants needed to synthesize it. The reactants are: [CH2:1]([O:3][C:4]([C:6]1[CH:7]=[N:8][N:9]([C:15]2[CH:20]=[CH:19][CH:18]=[C:17](Cl)[N:16]=2)[C:10]=1[C:11]([F:14])([F:13])[F:12])=[O:5])[CH3:2].[F:22][C:23]1[C:28](B(O)O)=[CH:27][CH:26]=[CH:25][N:24]=1.C([O-])([O-])=O.[Na+].[Na+]. (9) Given the product [Cl:27][C:25]1[C:24]2[NH:23][N:22]=[CH:21][C:20]=2[C:19]2[CH2:28][N:29]([CH2:30][C:31]3[CH:32]=[CH:33][C:34]([O:37][CH3:38])=[CH:35][CH:36]=3)[C:13](=[O:15])[CH:12]([NH:11][C:9](=[O:10])[O:8][CH2:1][C:2]3[CH:7]=[CH:6][CH:5]=[CH:4][CH:3]=3)[CH2:17][C:18]=2[CH:26]=1, predict the reactants needed to synthesize it. The reactants are: [CH2:1]([O:8][C:9]([NH:11][CH:12]([CH2:17][C:18]1[C:19]([CH2:28][NH:29][CH2:30][C:31]2[CH:36]=[CH:35][C:34]([O:37][CH3:38])=[CH:33][CH:32]=2)=[C:20]2[C:24](=[C:25]([Cl:27])[CH:26]=1)[NH:23][N:22]=[CH:21]2)[C:13]([O:15]C)=O)=[O:10])[C:2]1[CH:7]=[CH:6][CH:5]=[CH:4][CH:3]=1.C(=O)(O)[O-].[Na+].